This data is from Forward reaction prediction with 1.9M reactions from USPTO patents (1976-2016). The task is: Predict the product of the given reaction. (1) Given the reactants [CH3:1][NH:2][C:3]1[CH:8]=[CH:7][C:6]([CH3:9])=[CH:5][CH:4]=1.[CH2:10]1[O:13][CH:11]1[CH3:12], predict the reaction product. The product is: [CH3:1][N:2]([CH2:10][CH:11]([OH:13])[CH3:12])[C:3]1[CH:8]=[CH:7][C:6]([CH3:9])=[CH:5][CH:4]=1. (2) Given the reactants [Cl:1][C:2]1[CH:7]=[CH:6][C:5]([C:8]2[S:12][C:11]([C:13](N(OC)C)=[O:14])=[C:10]([C:19]3[CH:24]=[CH:23][C:22]([S:25](=[O:32])(=[O:31])[N:26]=CN(C)C)=[CH:21][CH:20]=3)[CH:9]=2)=[CH:4][CH:3]=1.[CH2:33]1COC[CH2:34]1, predict the reaction product. The product is: [Cl:1][C:2]1[CH:3]=[CH:4][C:5]([C:8]2[S:12][C:11]([C:13](=[O:14])[CH2:33][CH3:34])=[C:10]([C:19]3[CH:24]=[CH:23][C:22]([S:25]([NH2:26])(=[O:31])=[O:32])=[CH:21][CH:20]=3)[CH:9]=2)=[CH:6][CH:7]=1.